This data is from Catalyst prediction with 721,799 reactions and 888 catalyst types from USPTO. The task is: Predict which catalyst facilitates the given reaction. (1) Reactant: [C:1]1([C:7]2[O:8][C:9]3[CH:15]=[CH:14][C:13]([CH2:16][OH:17])=[CH:12][C:10]=3[CH:11]=2)[CH:6]=[CH:5][CH:4]=[CH:3][CH:2]=1.[CH3:18][O:19][C:20](=[O:32])[C@H:21]([N:29]=[C:30]=[O:31])[CH2:22][C:23]1[CH:28]=[CH:27][CH:26]=[CH:25][CH:24]=1.C(N(CC)CC)C.COC(=O)C(N=C=O)CC1C=CC=CC=1. Product: [CH3:18][O:19][C:20](=[O:32])[C@H:21]([NH:29][C:30]([O:17][CH2:16][C:13]1[CH:14]=[CH:15][C:9]2[O:8][C:7]([C:1]3[CH:6]=[CH:5][CH:4]=[CH:3][CH:2]=3)=[CH:11][C:10]=2[CH:12]=1)=[O:31])[CH2:22][C:23]1[CH:24]=[CH:25][CH:26]=[CH:27][CH:28]=1. The catalyst class is: 1. (2) Product: [Cl:1][C:2]1[CH:7]=[CH:6][C:5]([C:8]2[C:9]3[C:24]([CH3:25])=[C:23]([CH3:26])[S:22][C:10]=3[N:11]3[C:19]([CH3:20])=[N:18][N:17]=[C:12]3[C:13]([CH3:16])([CH3:15])[N:14]=2)=[CH:4][CH:3]=1. Reactant: [Cl:1][C:2]1[CH:7]=[CH:6][C:5]([C:8]2[C:9]3[C:24]([CH3:25])=[C:23]([CH3:26])[S:22][C:10]=3[NH:11]/[C:12](=[N:17]\[NH:18][C:19](=O)[CH3:20])/[C:13]([CH3:16])([CH3:15])[N:14]=2)=[CH:4][CH:3]=1.CC1C=CC(S(O)(=O)=O)=CC=1. The catalyst class is: 7. (3) Reactant: [C:1]([C@H:4]1[CH2:9][CH2:8][C@@H:7]([CH3:10])[CH2:6][C@@H:5]1[OH:11])(C)=[CH2:2].[O:12]=[O+][O-].O=O. Product: [OH:11][C@H:5]1[CH2:6][C@H:7]([CH3:10])[CH2:8][CH2:9][C@H:4]1[C:1](=[O:12])[CH3:2]. The catalyst class is: 61. (4) Reactant: [F:1][C:2]([F:17])([F:16])[C:3]([NH:5][C:6]([CH3:15])([CH3:14])[CH2:7][C:8]1[CH:13]=[CH:12][CH:11]=[CH:10][CH:9]=1)=[O:4].S(=O)(=O)(O)O.II.O.O.[I:27](O)(=O)(=O)=O. Product: [F:1][C:2]([F:16])([F:17])[C:3]([NH:5][C:6]([CH3:15])([CH3:14])[CH2:7][C:8]1[CH:13]=[CH:12][C:11]([I:27])=[CH:10][CH:9]=1)=[O:4]. The catalyst class is: 86. (5) Reactant: [Cl:1][C:2]1[C:15]([Cl:16])=[CH:14][C:5]2[NH:6][C:7]([CH2:9][C:10]([F:13])([F:12])[F:11])=[N:8][C:4]=2[CH:3]=1.C(=O)([O-])[O-].[K+].[K+].[CH3:23][O:24][C:25]1[CH:26]=[C:27]([CH:30]=[CH:31][CH:32]=1)[CH2:28]Br. Product: [Cl:16][C:15]1[C:2]([Cl:1])=[CH:3][C:4]2[N:8]([CH2:28][C:27]3[CH:30]=[CH:31][CH:32]=[C:25]([O:24][CH3:23])[CH:26]=3)[C:7]([CH2:9][C:10]([F:12])([F:13])[F:11])=[N:6][C:5]=2[CH:14]=1. The catalyst class is: 3. (6) Reactant: [C:1]([NH:8][C@H:9]1[CH2:14][C@@H:13]([C:15]([F:18])([F:17])[F:16])[CH2:12][NH:11][CH2:10]1)([O:3][C:4]([CH3:7])([CH3:6])[CH3:5])=[O:2].C([O-])(O)=O.[Na+].C1COCC1.Cl[C:30]([O:32][CH2:33][C:34]1[CH:39]=[CH:38][CH:37]=[CH:36][CH:35]=1)=[O:31]. Product: [C:4]([O:3][C:1]([NH:8][C@H:9]1[CH2:14][C@@H:13]([C:15]([F:17])([F:16])[F:18])[CH2:12][N:11]([C:30]([O:32][CH2:33][C:34]2[CH:39]=[CH:38][CH:37]=[CH:36][CH:35]=2)=[O:31])[CH2:10]1)=[O:2])([CH3:7])([CH3:6])[CH3:5]. The catalyst class is: 161. (7) Reactant: [C:1]([O:5][C:6]([N:8]1[CH2:13][CH2:12][CH:11]([N:14]2[C:18]3[CH:19]=[CH:20][C:21]([C:23](O)=[O:24])=[CH:22][C:17]=3[NH:16][C:15]2=[O:26])[CH2:10][CH2:9]1)=[O:7])([CH3:4])([CH3:3])[CH3:2].Cl.C[N:29](C)[CH2:30][CH2:31]CN=C=NCC.O.ON1C2C=CC=CC=2N=N1.C(N)C.O1CCCC1. Product: [CH2:30]([NH:29][C:23]([C:21]1[CH:20]=[CH:19][C:18]2[N:14]([CH:11]3[CH2:10][CH2:9][N:8]([C:6]([O:5][C:1]([CH3:4])([CH3:2])[CH3:3])=[O:7])[CH2:13][CH2:12]3)[C:15](=[O:26])[NH:16][C:17]=2[CH:22]=1)=[O:24])[CH3:31]. The catalyst class is: 4. (8) Reactant: C(=O)([O-])[O-].[K+].[K+].CN(C=O)C.[Br:12][C:13]1[C:14]([Cl:24])=[C:15]([OH:23])[C:16]([S:19]([CH3:22])(=[O:21])=[O:20])=[CH:17][CH:18]=1.Br[CH2:26][CH2:27][CH:28]1[O:32][CH2:31][CH2:30][O:29]1. The catalyst class is: 6. Product: [Br:12][C:13]1[C:14]([Cl:24])=[C:15]([C:16]([S:19]([CH3:22])(=[O:21])=[O:20])=[CH:17][CH:18]=1)[O:23][CH2:26][CH2:27][CH:28]1[O:32][CH2:31][CH2:30][O:29]1.